This data is from Full USPTO retrosynthesis dataset with 1.9M reactions from patents (1976-2016). The task is: Predict the reactants needed to synthesize the given product. (1) Given the product [Br:1][C:2]1[CH:7]=[CH:6][C:5]([N:8]2[C:12]3[C:13]([F:22])=[C:14]([F:21])[C:15]4[N:16]=[C:17]([CH3:20])[O:18][C:19]=4[C:11]=3[N:10]([S:28]([CH:25]3[CH2:27][CH2:26]3)(=[O:30])=[O:29])[C:9]2=[O:23])=[C:4]([F:24])[CH:3]=1, predict the reactants needed to synthesize it. The reactants are: [Br:1][C:2]1[CH:7]=[CH:6][C:5]([N:8]2[C:12]3[C:13]([F:22])=[C:14]([F:21])[C:15]4[N:16]=[C:17]([CH3:20])[O:18][C:19]=4[C:11]=3[NH:10][C:9]2=[O:23])=[C:4]([F:24])[CH:3]=1.[CH:25]1([S:28](Cl)(=[O:30])=[O:29])[CH2:27][CH2:26]1.[H-].[Na+]. (2) Given the product [Cl:1][C:2]1[CH:24]=[CH:23][C:22]([Cl:25])=[CH:21][C:3]=1[C:4]1[O:20][C:8]([C:9]2[C:14]([F:15])=[C:13]([F:16])[C:12]([F:17])=[C:11]([F:18])[C:10]=2[F:19])=[N:7][N:6]=1, predict the reactants needed to synthesize it. The reactants are: [Cl:1][C:2]1[CH:24]=[CH:23][C:22]([Cl:25])=[CH:21][C:3]=1[C:4]([NH:6][NH:7][C:8](=[O:20])[C:9]1[C:14]([F:15])=[C:13]([F:16])[C:12]([F:17])=[C:11]([F:18])[C:10]=1[F:19])=O.